From a dataset of Forward reaction prediction with 1.9M reactions from USPTO patents (1976-2016). Predict the product of the given reaction. Given the reactants Cl.[NH2:2][C@H:3]1[CH2:8][CH2:7][C@H:6]([NH:9][C:10]([C:12]2[C:16]3[N:17]=[CH:18][N:19]=[C:20]([C:21]4[CH:26]=[C:25]([CH3:27])[C:24]([F:28])=[CH:23][C:22]=4[O:29][CH2:30][CH:31]4[CH2:33][CH2:32]4)[C:15]=3[NH:14][C:13]=2[CH3:34])=[O:11])[CH2:5][CH2:4]1.[C:35](Cl)(=[O:37])[CH3:36], predict the reaction product. The product is: [C:35]([NH:2][C@H:3]1[CH2:8][CH2:7][C@H:6]([NH:9][C:10]([C:12]2[C:16]3[N:17]=[CH:18][N:19]=[C:20]([C:21]4[CH:26]=[C:25]([CH3:27])[C:24]([F:28])=[CH:23][C:22]=4[O:29][CH2:30][CH:31]4[CH2:32][CH2:33]4)[C:15]=3[NH:14][C:13]=2[CH3:34])=[O:11])[CH2:5][CH2:4]1)(=[O:37])[CH3:36].